Dataset: Forward reaction prediction with 1.9M reactions from USPTO patents (1976-2016). Task: Predict the product of the given reaction. (1) Given the reactants [CH2:1]([O:3][C:4]1[CH:11]=[CH:10][C:7]([CH:8]=O)=[C:6]([N+:12]([O-])=O)[CH:5]=1)[CH3:2].[NH2:15][C:16]1[CH:33]=[CH:32][C:19]([O:20][CH2:21][C@@H:22]([NH:24][C:25](=[O:31])[O:26][C:27]([CH3:30])([CH3:29])[CH3:28])[CH3:23])=[CH:18][C:17]=1[F:34].S([O-])([O-])(=O)=O.[Mg+2], predict the reaction product. The product is: [CH2:1]([O:3][C:4]1[CH:11]=[CH:10][C:7]2[C:6]([CH:5]=1)=[N:12][N:15]([C:16]1[CH:33]=[CH:32][C:19]([O:20][CH2:21][C@@H:22]([NH:24][C:25](=[O:31])[O:26][C:27]([CH3:30])([CH3:28])[CH3:29])[CH3:23])=[CH:18][C:17]=1[F:34])[CH:8]=2)[CH3:2]. (2) Given the reactants Br[CH2:2][C:3]([C:5]1[CH:10]=[CH:9][C:8]([Br:11])=[CH:7][CH:6]=1)=[O:4].[F-:12].[K+].C1OCCOCCOCCOCCOCCOC1, predict the reaction product. The product is: [Br:11][C:8]1[CH:9]=[CH:10][C:5]([C:3](=[O:4])[CH2:2][F:12])=[CH:6][CH:7]=1. (3) Given the reactants Cl.Cl.[N:3]1([C:8]([CH:10]2[CH2:15][CH2:14][CH2:13][N:12]([CH:16]3[CH2:21][CH2:20][NH:19][CH2:18][CH2:17]3)[CH2:11]2)=[O:9])[CH2:7][CH2:6][CH2:5][CH2:4]1.[NH2:22][C:23]1[S:24][C:25]2[CH:34]=[CH:33][CH:32]=[CH:31][C:26]=2[C:27]=1[C:28](O)=[O:29], predict the reaction product. The product is: [N:3]1([C:8]([CH:10]2[CH2:15][CH2:14][CH2:13][N:12]([CH:16]3[CH2:17][CH2:18][N:19]([C:28]([C:27]4[C:26]5[CH:31]=[CH:32][CH:33]=[CH:34][C:25]=5[S:24][C:23]=4[NH2:22])=[O:29])[CH2:20][CH2:21]3)[CH2:11]2)=[O:9])[CH2:7][CH2:6][CH2:5][CH2:4]1. (4) Given the reactants [N:1]([CH:4]1[CH2:23][N:8]2[C:9]3[C:14]([C:15]([CH2:16][C:17]([O:19]CCC)=[O:18])=[C:7]2[CH2:6][CH2:5]1)=[CH:13][CH:12]=[CH:11][CH:10]=3)=[N+:2]=[N-:3].[CH3:24][CH:25]([C:28]1[CH:33]=[CH:32][CH:31]=[CH:30][CH:29]=1)[C:26]#[CH:27].BrC(C1C=CC=CC=1)C.C([Si](C)(C)C)#C.[N-]=[N+]=[N-], predict the reaction product. The product is: [C:28]1([CH:25]([C:26]2[N:1]([C@H:4]3[CH2:23][N:8]4[C:9]5[C:14]([C:15]([CH2:16][C:17]([OH:19])=[O:18])=[C:7]4[CH2:6][CH2:5]3)=[CH:13][CH:12]=[CH:11][CH:10]=5)[N:2]=[N:3][CH:27]=2)[CH3:24])[CH:33]=[CH:32][CH:31]=[CH:30][CH:29]=1. (5) Given the reactants [Si:1]([O:8][C@@H:9]([CH2:14][CH2:15]S(C)(=O)=O)[C:10]([O:12][CH3:13])=[O:11])([C:4]([CH3:7])([CH3:6])[CH3:5])([CH3:3])[CH3:2].[I-:20].[Na+], predict the reaction product. The product is: [Si:1]([O:8][C@@H:9]([CH2:14][CH2:15][I:20])[C:10]([O:12][CH3:13])=[O:11])([C:4]([CH3:7])([CH3:6])[CH3:5])([CH3:3])[CH3:2]. (6) Given the reactants [OH:1][CH:2]([CH2:30]O)[CH2:3][NH:4][C:5]([C:7]1[CH:8]=[N:9][N:10]2[CH:15]=[CH:14][C:13]([N:16]3[CH2:20][CH2:19][CH2:18][C@@H:17]3[C:21]3[C:22]([O:28]C)=[N:23][CH:24]=[C:25]([F:27])[CH:26]=3)=[N:12][C:11]=12)=[O:6].[ClH:32], predict the reaction product. The product is: [Cl:32][CH2:30][CH:2]([OH:1])[CH2:3][NH:4][C:5]([C:7]1[CH:8]=[N:9][N:10]2[CH:15]=[CH:14][C:13]([N:16]3[CH2:20][CH2:19][CH2:18][C@@H:17]3[C:21]3[C:22](=[O:28])[NH:23][CH:24]=[C:25]([F:27])[CH:26]=3)=[N:12][C:11]=12)=[O:6]. (7) Given the reactants [Cl:1][C:2]1[CH:7]=[CH:6][C:5]([C@@H:8]([CH:50]([CH3:52])[CH3:51])[C@H:9]([NH:45][C:46]([O:48][CH3:49])=[O:47])[C:10]([NH:12][C:13]2[CH:14]=[N:15][CH:16]=[C:17]([F:44])[C:18]=2[CH2:19][CH2:20][C@@H:21]2[N:26]([S:27]([C:30]3[CH:35]=[CH:34][CH:33]=[CH:32][CH:31]=3)(=[O:29])=[O:28])[C@@H:25]([CH3:36])[CH2:24][N:23](C(OC(C)(C)C)=O)[CH2:22]2)=[O:11])=[CH:4][CH:3]=1.FC(F)(F)C(O)=O.C(OCC)C, predict the reaction product. The product is: [Cl:1][C:2]1[CH:3]=[CH:4][C:5]([C@@H:8]([CH:50]([CH3:52])[CH3:51])[C@H:9]([NH:45][C:46](=[O:47])[O:48][CH3:49])[C:10]([NH:12][C:13]2[CH:14]=[N:15][CH:16]=[C:17]([F:44])[C:18]=2[CH2:19][CH2:20][C@H:21]2[CH2:22][NH:23][CH2:24][C@H:25]([CH3:36])[N:26]2[S:27]([C:30]2[CH:31]=[CH:32][CH:33]=[CH:34][CH:35]=2)(=[O:29])=[O:28])=[O:11])=[CH:6][CH:7]=1.